This data is from Forward reaction prediction with 1.9M reactions from USPTO patents (1976-2016). The task is: Predict the product of the given reaction. (1) Given the reactants [Br:1][C:2]1[C:3]2[C:4]([S:21][C:22]3[CH:27]=[CH:26][C:25]([Cl:28])=[CH:24][CH:23]=3)=[C:5]3[CH:15]([CH2:16][C:17]([O:19][CH3:20])=[O:18])[CH2:14][CH2:13][N:6]3[C:7]=2[CH:8]=[C:9]([C:11]#[N:12])[CH:10]=1.[N:29]([Sn](CCCC)(CCCC)CCCC)=[N+:30]=[N-:31].CC(O)=O, predict the reaction product. The product is: [Br:1][C:2]1[C:3]2[C:4]([S:21][C:22]3[CH:23]=[CH:24][C:25]([Cl:28])=[CH:26][CH:27]=3)=[C:5]3[CH:15]([CH2:16][C:17]([O:19][CH3:20])=[O:18])[CH2:14][CH2:13][N:6]3[C:7]=2[CH:8]=[C:9]([C:11]2[N:29]=[N:30][NH:31][N:12]=2)[CH:10]=1. (2) Given the reactants [OH:1][C@H:2]1[C@@H:6]([OH:7])[C@H:5]([CH2:8][OH:9])[O:4][C@H:3]1[N:10]1[CH:18]=[N:17][C:16]2[C:11]1=[N:12][C:13]([N:25]1[CH:29]=[C:28](/[CH:30]=[CH:31]/[C:32]([O:34][CH2:35][CH3:36])=[O:33])[CH:27]=[N:26]1)=[N:14][C:15]=2[NH:19][CH:20]1[CH2:24][CH2:23][CH2:22][CH2:21]1, predict the reaction product. The product is: [OH:1][C@H:2]1[C@@H:6]([OH:7])[C@H:5]([CH2:8][OH:9])[O:4][C@H:3]1[N:10]1[CH:18]=[N:17][C:16]2[C:11]1=[N:12][C:13]([N:25]1[CH:29]=[C:28]([CH2:30][CH2:31][C:32]([O:34][CH2:35][CH3:36])=[O:33])[CH:27]=[N:26]1)=[N:14][C:15]=2[NH:19][CH:20]1[CH2:24][CH2:23][CH2:22][CH2:21]1.